Dataset: Forward reaction prediction with 1.9M reactions from USPTO patents (1976-2016). Task: Predict the product of the given reaction. (1) Given the reactants Br[C:2]1[CH:3]=[CH:4][C:5]([C:8]2[CH2:12][C@@H:11]([CH2:13][O:14][CH2:15][CH2:16]OC)[O:10][N:9]=2)=[N:6][CH:7]=1.[F:19][C:20]1[CH:21]=[C:22]([N:35]2[CH2:39][C@H:38]([CH2:40][N:41]3[CH:45]=[CH:44][N:43]=[N:42]3)[O:37][C:36]2=[O:46])[CH:23]=[CH:24][C:25]=1B1OC(C)(C)C(C)(C)O1.C(=O)([O-])[O-].[K+].[K+], predict the reaction product. The product is: [CH2:15]([O:14][CH2:13][C@H:11]1[O:10][N:9]=[C:8]([C:5]2[N:6]=[CH:7][C:2]([C:25]3[CH:24]=[CH:23][C:22]([N:35]4[CH2:39][C@@H:38]([CH2:40][N:41]5[CH:45]=[CH:44][N:43]=[N:42]5)[O:37][C:36]4=[O:46])=[CH:21][C:20]=3[F:19])=[CH:3][CH:4]=2)[CH2:12]1)[CH3:16]. (2) Given the reactants [C:1]([C@H:4]1[CH2:8][CH2:7][CH2:6][N:5]1[C:9](=[O:24])[CH2:10][CH2:11][CH2:12][CH2:13][C:14]([N:16]1[CH2:20][CH2:19][CH2:18][C@@H:17]1[C:21]([OH:23])=[O:22])=[O:15])([OH:3])=[O:2].Cl[CH2:26][C:27]([N:29]([CH3:31])[CH3:30])=[O:28].[I-].[Na+].[CH2:34]([N:36]([CH2:39]C)[CH2:37]C)[CH3:35].CN(C)C=[O:44], predict the reaction product. The product is: [CH3:30][N:29]([CH3:31])[C:27]([CH2:26][O:22][C:21]([C@H:17]1[CH2:18][CH2:19][CH2:20][N:16]1[C:14](=[O:15])[CH2:13][CH2:12][CH2:11][CH2:10][C:9]([N:5]1[CH2:6][CH2:7][CH2:8][C@@H:4]1[C:1]([O:3][CH2:35][C:34](=[O:44])[N:36]([CH3:39])[CH3:37])=[O:2])=[O:24])=[O:23])=[O:28]. (3) Given the reactants C[O:2][C:3](=[O:37])[CH2:4][O:5][C:6]1[CH:11]=[CH:10][C:9]([S:12][CH2:13][CH:14]=[C:15]([C:26]2[CH:31]=[CH:30][CH:29]=[C:28]([C:32]([F:35])([F:34])[F:33])[CH:27]=2)[C:16]2[CH:21]=[CH:20][CH:19]=[C:18]([C:22]([F:25])([F:24])[F:23])[CH:17]=2)=[CH:8][C:7]=1[CH3:36].C(O)C.Cl, predict the reaction product. The product is: [F:34][C:32]([F:33])([F:35])[C:28]1[CH:27]=[C:26]([C:15]([C:16]2[CH:21]=[CH:20][CH:19]=[C:18]([C:22]([F:24])([F:25])[F:23])[CH:17]=2)=[CH:14][CH2:13][S:12][C:9]2[CH:10]=[CH:11][C:6]([O:5][CH2:4][C:3]([OH:37])=[O:2])=[C:7]([CH3:36])[CH:8]=2)[CH:31]=[CH:30][CH:29]=1.